Dataset: Retrosynthesis with 50K atom-mapped reactions and 10 reaction types from USPTO. Task: Predict the reactants needed to synthesize the given product. (1) Given the product Cc1ccc2c(-c3ccnc(NC4CCCC4)n3)c(-c3ccc(F)cc3)nn2c1, predict the reactants needed to synthesize it. The reactants are: Fc1ccc(-c2nn3cc(CBr)ccc3c2-c2ccnc(NC3CCCC3)n2)cc1. (2) Given the product CC(C)(C)OC(=O)N1C(C(=O)NNc2ccccc2)CSC1c1cccnc1, predict the reactants needed to synthesize it. The reactants are: CC(C)(C)OC(=O)N1C(C(=O)O)CSC1c1cccnc1.NNc1ccccc1. (3) Given the product CN(C)C(=O)[C@H]1CCCCN1C1CCN(CC[C@H](CN(C)C(=O)c2ccccc2)c2ccc(Cl)c(Cl)c2)CC1, predict the reactants needed to synthesize it. The reactants are: CN(C)C(=O)C1CCCCN1C1CCNCC1.CN(C[C@@H](CC=O)c1ccc(Cl)c(Cl)c1)C(=O)c1ccccc1. (4) Given the product CN1CCN(C(C)(C(=O)C(=O)O)c2ccc3c(c2)OCO3)CC1, predict the reactants needed to synthesize it. The reactants are: COC(=O)C(=O)C(C)(c1ccc2c(c1)OCO2)N1CCN(C)CC1. (5) Given the product CCCCCCCCCCNC(=O)c1ccc([N+](=O)[O-])cc1, predict the reactants needed to synthesize it. The reactants are: CCCCCCCCCCN.O=C(Cl)c1ccc([N+](=O)[O-])cc1. (6) Given the product Cc1ncc(-c2ccc(C(=O)Nc3nc4cc(CNc5ccccc5)ccc4n3CC(C)(C)O)s2)o1, predict the reactants needed to synthesize it. The reactants are: Cc1ncc(-c2ccc(C(=O)Nc3nc4cc(C=O)ccc4n3CC(C)(C)O)s2)o1.Nc1ccccc1. (7) The reactants are: BrCc1ccccc1.Cc1c(Br)ccc(NC(=O)OC(C)(C)C)c1C(=O)O. Given the product Cc1c(Br)ccc(NC(=O)OC(C)(C)C)c1C(=O)OCc1ccccc1, predict the reactants needed to synthesize it. (8) Given the product CC(C)Oc1ccc(Nc2ccc(C#N)cc2)c(C(F)(F)F)c1, predict the reactants needed to synthesize it. The reactants are: CC(C)Oc1ccc(N)c(C(F)(F)F)c1.N#Cc1ccc(F)cc1. (9) Given the product CC(=O)N1CCCC(C(=O)N(C)Cc2ccc(C(=O)N3CC4(C)CC3CC(C)(C)C4)cc2)C1, predict the reactants needed to synthesize it. The reactants are: CC(=O)N1CCCC(C(=O)Cl)C1.CNCc1ccc(C(=O)N2CC3(C)CC2CC(C)(C)C3)cc1. (10) The reactants are: CCCNC(=O)c1nnc2c(Br)cccc2c1N.COc1ccc(C)cc1B(O)O. Given the product CCCNC(=O)c1nnc2c(-c3cc(C)ccc3OC)cccc2c1N, predict the reactants needed to synthesize it.